Dataset: Full USPTO retrosynthesis dataset with 1.9M reactions from patents (1976-2016). Task: Predict the reactants needed to synthesize the given product. Given the product [CH3:3][CH:2]([O:4][C:5]1[CH:6]=[C:7]([CH:11]=[C:12]([O:14][CH2:15][C:16]2[CH:21]=[CH:20][CH:19]=[CH:18][CH:17]=2)[CH:13]=1)[C:8]([NH:28][C:29]1[S:33][N:32]=[C:31]([CH3:34])[N:30]=1)=[O:10])[CH3:1], predict the reactants needed to synthesize it. The reactants are: [CH3:1][CH:2]([O:4][C:5]1[CH:6]=[C:7]([CH:11]=[C:12]([O:14][CH2:15][C:16]2[CH:21]=[CH:20][CH:19]=[CH:18][CH:17]=2)[CH:13]=1)[C:8]([OH:10])=O)[CH3:3].C(Cl)(=O)C(Cl)=O.[NH2:28][C:29]1[S:33][N:32]=[C:31]([CH3:34])[N:30]=1.C(N(CC)CC)C.